This data is from Reaction yield outcomes from USPTO patents with 853,638 reactions. The task is: Predict the reaction yield, written as a fraction of the theoretical maximum amount of product (1.0 means a 100% yield; for example, 0.34 means a 34% yield). (1) The reactants are [C:1]([C:4]1[CH:9]=[CH:8][C:7]([CH2:10][CH2:11][C:12]([OH:14])=[O:13])=[CH:6][CH:5]=1)([OH:3])=[O:2].S(Cl)(Cl)=O.[CH3:19]O. No catalyst specified. The product is [CH3:19][O:13][C:12](=[O:14])[CH2:11][CH2:10][C:7]1[CH:8]=[CH:9][C:4]([C:1]([OH:3])=[O:2])=[CH:5][CH:6]=1. The yield is 0.840. (2) The reactants are [F:1][C:2]1[CH:7]=[CH:6][C:5]([OH:8])=[CH:4][CH:3]=1.C1(P(C2C=CC=CC=2)C2C=CC=CC=2)C=CC=CC=1.[C:28]([N:35]1[CH2:40][CH2:39][CH:38]([CH2:41]O)[CH2:37][CH2:36]1)([O:30][C:31]([CH3:34])([CH3:33])[CH3:32])=[O:29].CCOC(/N=N/C(OCC)=O)=O. The catalyst is C1COCC1. The product is [F:1][C:2]1[CH:7]=[CH:6][C:5]([O:8][CH2:41][CH:38]2[CH2:39][CH2:40][N:35]([C:28]([O:30][C:31]([CH3:32])([CH3:34])[CH3:33])=[O:29])[CH2:36][CH2:37]2)=[CH:4][CH:3]=1. The yield is 0.750. (3) The reactants are [F:1][C:2]1[CH:7]=[CH:6][C:5]([C:8](=[O:13])[NH:9][CH2:10][C:11]#[CH:12])=[CH:4][C:3]=1[S:14](Cl)(=[O:16])=[O:15].[OH:18][CH2:19][C@:20]([OH:37])([CH3:36])[C:21](=[O:35])[C@@H:22]([NH:27][C:28](=[O:34])[O:29][C:30]([CH3:33])([CH3:32])[CH3:31])[CH2:23][CH:24]([CH3:26])[CH3:25].CCN(C(C)C)C(C)C. The catalyst is CN(C1C=CN=CC=1)C.C(Cl)Cl. The product is [F:1][C:2]1[CH:7]=[CH:6][C:5]([C:8](=[O:13])[NH:9][CH2:10][C:11]#[CH:12])=[CH:4][C:3]=1[S:14]([O:18][CH2:19][C@:20]([OH:37])([CH3:36])[C:21](=[O:35])[C@@H:22]([NH:27][C:28]([O:29][C:30]([CH3:31])([CH3:33])[CH3:32])=[O:34])[CH2:23][CH:24]([CH3:26])[CH3:25])(=[O:15])=[O:16]. The yield is 0.750. (4) The reactants are [CH3:1][C:2]1[O:6][N:5]=[C:4]([C:7]2[CH:12]=[CH:11][CH:10]=[CH:9][N:8]=2)[C:3]=1[CH2:13][O:14][C:15]1[CH:16]=[CH:17][C:18]([C:21]([OH:23])=O)=[N:19][CH:20]=1.[CH:24]([NH2:27])([CH3:26])[CH3:25]. No catalyst specified. The product is [CH:24]([NH:27][C:21]([C:18]1[CH:17]=[CH:16][C:15]([O:14][CH2:13][C:3]2[C:4]([C:7]3[CH:12]=[CH:11][CH:10]=[CH:9][N:8]=3)=[N:5][O:6][C:2]=2[CH3:1])=[CH:20][N:19]=1)=[O:23])([CH3:26])[CH3:25]. The yield is 0.800. (5) The reactants are COC1C=C(OC)C=CC=1C[N:6]([C:31]1[CH:36]=[CH:35][N:34]=[CH:33][N:32]=1)[S:7]([C:10]1[CH:15]=[CH:14][C:13]([O:16][C@H:17]2[CH2:22][CH2:21][CH2:20][CH2:19][C@@H:18]2[C:23]2[N:27]([CH2:28][CH3:29])[N:26]=[CH:25][CH:24]=2)=[CH:12][C:11]=1[F:30])(=[O:9])=[O:8].C([SiH](CC)CC)C.FC(F)(F)C(O)=O. The catalyst is ClCCl. The product is [CH2:28]([N:27]1[C:23]([C@H:18]2[CH2:19][CH2:20][CH2:21][CH2:22][C@@H:17]2[O:16][C:13]2[CH:14]=[CH:15][C:10]([S:7]([NH:6][C:31]3[CH:36]=[CH:35][N:34]=[CH:33][N:32]=3)(=[O:8])=[O:9])=[C:11]([F:30])[CH:12]=2)=[CH:24][CH:25]=[N:26]1)[CH3:29]. The yield is 0.880.